This data is from Full USPTO retrosynthesis dataset with 1.9M reactions from patents (1976-2016). The task is: Predict the reactants needed to synthesize the given product. Given the product [CH2:29]([N:8]1[C:9](=[O:26])[C:10]([CH2:11][C:12]2[CH:17]=[CH:16][C:15]([C:18]3[C:19]([C:24]#[N:25])=[CH:20][CH:21]=[CH:22][CH:23]=3)=[CH:14][CH:13]=2)=[C:5]([CH2:1][CH2:2][CH2:3][CH3:4])[N:6]=[C:7]1[O:27][CH3:28])[C:30]1[CH:35]=[CH:34][CH:33]=[CH:32][CH:31]=1, predict the reactants needed to synthesize it. The reactants are: [CH2:1]([C:5]1[N:6]=[C:7]([O:27][CH3:28])[NH:8][C:9](=[O:26])[C:10]=1[CH2:11][C:12]1[CH:17]=[CH:16][C:15]([C:18]2[C:19]([C:24]#[N:25])=[CH:20][CH:21]=[CH:22][CH:23]=2)=[CH:14][CH:13]=1)[CH2:2][CH2:3][CH3:4].[CH2:29](Br)[C:30]1[CH:35]=[CH:34][CH:33]=[CH:32][CH:31]=1.C(=O)([O-])[O-].[Cs+].[Cs+].